From a dataset of Reaction yield outcomes from USPTO patents with 853,638 reactions. Predict the reaction yield, written as a fraction of the theoretical maximum amount of product (1.0 means a 100% yield; for example, 0.34 means a 34% yield). (1) The reactants are [C:1]([C:5]1[C:19]([O:20]CC=C)=[CH:18][C:8]2[CH2:9][C:10]3([O:17][C:7]=2[CH:6]=1)[CH2:16][CH2:15][CH2:14][CH2:13][CH2:12][CH2:11]3)([CH3:4])([CH3:3])[CH3:2].CN(C)[C:26]1[CH:31]=CC=C[CH:27]=1. No catalyst specified. The product is [C:1]([C:5]1[C:19]([OH:20])=[C:18]([CH2:31][CH:26]=[CH2:27])[C:8]2[CH2:9][C:10]3([O:17][C:7]=2[CH:6]=1)[CH2:16][CH2:15][CH2:14][CH2:13][CH2:12][CH2:11]3)([CH3:4])([CH3:2])[CH3:3]. The yield is 0.670. (2) The reactants are [Cl:1][C:2]1[CH:3]=[N+:4]([O-:34])[CH:5]=[C:6]([Cl:33])[C:7]=1[CH2:8][C@@H:9]([C:18]1[CH:23]=[CH:22][C:21]([O:24][CH:25]([F:27])[F:26])=[C:20]([O:28][CH2:29][CH:30]2[CH2:32][CH2:31]2)[CH:19]=1)[O:10][C:11]([CH:13]1[NH:17][CH2:16][CH2:15][S:14]1)=[O:12].C([O-])([O-])=O.[K+].[K+].Br[CH2:42][C:43]([C:45]1[S:46][CH:47]=[CH:48][CH:49]=1)=[O:44]. The catalyst is CN(C=O)C.O. The product is [Cl:1][C:2]1[CH:3]=[N+:4]([O-:34])[CH:5]=[C:6]([Cl:33])[C:7]=1[CH2:8][C@@H:9]([C:18]1[CH:23]=[CH:22][C:21]([O:24][CH:25]([F:27])[F:26])=[C:20]([O:28][CH2:29][CH:30]2[CH2:32][CH2:31]2)[CH:19]=1)[O:10][C:11]([CH:13]1[N:17]([CH2:42][C:43](=[O:44])[C:45]2[S:46][CH:47]=[CH:48][CH:49]=2)[CH2:16][CH2:15][S:14]1)=[O:12]. The yield is 0.580. (3) The reactants are [F-].C([N+](CCCC)(CCCC)CCCC)CCC.C([SiH2][O:24][C:25](C)(C)[C:26]1[CH:31]=[CH:30][C:29]([CH:32]([O:42][CH:43]2[CH2:48][CH2:47][CH2:46][CH2:45][O:44]2)[C:33]2[CH:34]=[CH:35][C:36]([F:41])=[C:37]([CH:40]=2)[C:38]#[N:39])=[CH:28][CH:27]=1)(C)(C)C. The catalyst is ClCCl. The product is [F:41][C:36]1[CH:35]=[CH:34][C:33]([CH:32]([C:29]2[CH:28]=[CH:27][C:26]([CH2:25][OH:24])=[CH:31][CH:30]=2)[O:42][CH:43]2[CH2:48][CH2:47][CH2:46][CH2:45][O:44]2)=[CH:40][C:37]=1[C:38]#[N:39]. The yield is 0.990. (4) The reactants are [CH3:1][O:2][C:3](=[O:30])[C@H:4]([N:8]([CH2:27][CH:28]=[CH2:29])[S:9]([C:12]1[CH:17]=[CH:16][C:15]([O:18][CH2:19][C:20]2[CH:25]=[CH:24][C:23]([F:26])=[CH:22][CH:21]=2)=[CH:14][CH:13]=1)(=O)=O)[C@@H:5]([OH:7])[CH3:6].C(=O)([O-])[O-].[K+].[K+].[I:37]I. The catalyst is O1CCCC1.FC(F)(F)C([O-])=O.[Hg+2].FC(F)(F)C([O-])=O. The product is [CH3:1][O:2][C:3]([C@H:4]1[C@H:5]([CH3:6])[O:7][C@@H:28]([CH2:29][I:37])[CH2:27][N:8]1[S:9][C:12]1[CH:17]=[CH:16][C:15]([O:18][CH2:19][C:20]2[CH:25]=[CH:24][C:23]([F:26])=[CH:22][CH:21]=2)=[CH:14][CH:13]=1)=[O:30]. The yield is 0.600. (5) The reactants are Cl.[C:2]([C:6]1[CH:27]=[CH:26][CH:25]=[CH:24][C:7]=1[O:8][CH2:9][CH2:10][N:11]([CH3:23])[C:12]([C:14]1[C:22]2[CH2:21][CH2:20][NH:19][CH2:18][C:17]=2[NH:16][N:15]=1)=[O:13])([CH3:5])([CH3:4])[CH3:3].[CH2:28]=O. No catalyst specified. The product is [C:2]([C:6]1[CH:27]=[CH:26][CH:25]=[CH:24][C:7]=1[O:8][CH2:9][CH2:10][N:11]([CH3:23])[C:12]([C:14]1[C:22]2[CH2:21][CH2:20][N:19]([CH3:28])[CH2:18][C:17]=2[NH:16][N:15]=1)=[O:13])([CH3:5])([CH3:3])[CH3:4]. The yield is 0.340.